Task: Predict the reaction yield, written as a fraction of the theoretical maximum amount of product (1.0 means a 100% yield; for example, 0.34 means a 34% yield).. Dataset: Reaction yield outcomes from USPTO patents with 853,638 reactions (1) The reactants are [CH3:1][C:2]1[S:11][C:5]2[N:6]=[CH:7][N:8]=[C:9]([OH:10])[C:4]=2[CH:3]=1.[Br:12]Br. The catalyst is C(O)(=O)C. The product is [Br:12][C:3]1[C:4]2[C:9]([OH:10])=[N:8][CH:7]=[N:6][C:5]=2[S:11][C:2]=1[CH3:1]. The yield is 0.790. (2) The reactants are Cl[C:2](Cl)([O:4]C(=O)OC(Cl)(Cl)Cl)Cl.[NH2:13][C:14]1[C:19]2[NH:20][C:21]([C:28]3[CH:33]=[CH:32][CH:31]=[CH:30][N:29]=3)([C:24]([NH:26][CH3:27])=[O:25])[CH2:22][O:23][C:18]=2[CH:17]=[CH:16][CH:15]=1.C(N(CC)C(C)C)(C)C. The catalyst is O1CCCC1. The product is [CH3:27][NH:26][C:24]([C:21]1([C:28]2[CH:33]=[CH:32][CH:31]=[CH:30][N:29]=2)[N:20]2[C:2](=[O:4])[NH:13][C:14]3=[CH:15][CH:16]=[CH:17][C:18](=[C:19]23)[O:23][CH2:22]1)=[O:25]. The yield is 1.00. (3) The catalyst is ClCCl. The yield is 0.460. The reactants are C[O:2][C:3]1[CH:8]=[CH:7][C:6]([C:9]2[CH:10]=[C:11]([C:17]#[N:18])[C:12](=[O:16])[NH:13][C:14]=2[CH3:15])=[CH:5][CH:4]=1.B(Br)(Br)Br.[Cl-].[NH4+]. The product is [OH:2][C:3]1[CH:4]=[CH:5][C:6]([C:9]2[CH:10]=[C:11]([C:17]#[N:18])[C:12](=[O:16])[NH:13][C:14]=2[CH3:15])=[CH:7][CH:8]=1. (4) The reactants are [C:1]([C:3]1[CH:4]=[C:5]([NH:9][C:10]([C:12]2[N:16]([CH3:17])[N:15]=[C:14]([CH3:18])[CH:13]=2)=[O:11])[CH:6]=[CH:7][CH:8]=1)#[CH:2].Br[C:20]1[CH:21]=[N:22][CH:23]=[C:24]([CH:28]=1)[C:25]([OH:27])=[O:26].CCN(CC)CC. The catalyst is CN(C=O)C.CCOC(C)=O.Cl[Pd](Cl)([P](C1C=CC=CC=1)(C1C=CC=CC=1)C1C=CC=CC=1)[P](C1C=CC=CC=1)(C1C=CC=CC=1)C1C=CC=CC=1.[Cu]I. The product is [CH3:17][N:16]1[C:12]([C:10]([NH:9][C:5]2[CH:4]=[C:3]([C:1]#[C:2][C:20]3[CH:21]=[N:22][CH:23]=[C:24]([CH:28]=3)[C:25]([OH:27])=[O:26])[CH:8]=[CH:7][CH:6]=2)=[O:11])=[CH:13][C:14]([CH3:18])=[N:15]1. The yield is 0.120. (5) The reactants are [F:1][C:2]1[C:11]2[O:10][CH2:9][CH:8]=[CH:7][C:6]=2[C:5]([C:12]([NH2:14])=[O:13])=[CH:4][CH:3]=1.[N:15]([O-:17])=[O:16].[Na+].II.S(S([O-])=O)([O-])(=O)=O.[Na+].[Na+]. The catalyst is C1(C)C=CC=CC=1. The product is [F:1][C:2]1[C:11]2[O:10][CH2:9][C:8]([N+:15]([O-:17])=[O:16])=[CH:7][C:6]=2[C:5]([C:12]([NH2:14])=[O:13])=[CH:4][CH:3]=1. The yield is 0.740. (6) The reactants are [CH2:1]([C:3]([C:8]1[C:9]([CH3:14])=[N:10][CH:11]=[CH:12][CH:13]=1)([O:6][CH3:7])[CH2:4][CH3:5])[CH3:2].C(OC(C(F)(F)F)=O)(C(F)(F)F)=[O:16].C([O-])([O-])=O.[K+].[K+]. The catalyst is C(Cl)Cl.O. The product is [CH2:1]([C:3]([C:8]1[C:9]([CH2:14][OH:16])=[N:10][CH:11]=[CH:12][CH:13]=1)([O:6][CH3:7])[CH2:4][CH3:5])[CH3:2]. The yield is 0.600.